From a dataset of Catalyst prediction with 721,799 reactions and 888 catalyst types from USPTO. Predict which catalyst facilitates the given reaction. (1) Reactant: [S:1](=[O:33])(=[O:32])([O:3][C:4]1[CH:9]=[CH:8][C:7]([C:10]2[N:11]=[CH:12][N:13]([C:15](=[O:31])[N:16]([CH:18]3[CH2:23][CH2:22][N:21]([C:24]4[CH:29]=[CH:28][C:27]([OH:30])=[CH:26][CH:25]=4)[CH2:20][CH2:19]3)[CH3:17])[CH:14]=2)=[CH:6][CH:5]=1)[NH2:2].[ClH:34].C(OCC)C. Product: [ClH:34].[S:1](=[O:32])(=[O:33])([O:3][C:4]1[CH:9]=[CH:8][C:7]([C:10]2[N:11]=[CH:12][N:13]([C:15](=[O:31])[N:16]([CH:18]3[CH2:23][CH2:22][N:21]([C:24]4[CH:29]=[CH:28][C:27]([OH:30])=[CH:26][CH:25]=4)[CH2:20][CH2:19]3)[CH3:17])[CH:14]=2)=[CH:6][CH:5]=1)[NH2:2]. The catalyst class is: 13. (2) Reactant: CS(C)=[O:3].[H-].[Na+].[Cl:7][C:8]1[CH:13]=[CH:12][C:11]([CH2:14][C:15]#[N:16])=[CH:10][CH:9]=1.Br[CH2:18][CH2:19][O:20][CH2:21][CH2:22]Br. Product: [C:21]([O-:3])(=[O:20])[CH3:22].[Cl:7][C:8]1[CH:13]=[CH:12][C:11]([C:14]2([C:15]#[N:16])[CH2:22][CH2:21][O:20][CH2:19][CH2:18]2)=[CH:10][CH:9]=1. The catalyst class is: 27. (3) Reactant: [C:1]([O:5][C:6]([N:8]1[CH2:13][C@H:12]([O:14][CH2:15][C:16]2[CH:25]=[C:24]([O:26][CH3:27])[C:23]3[C:18](=[CH:19][CH:20]=[CH:21][CH:22]=3)[CH:17]=2)[C@@H:11]([C:28]2[CH:33]=[CH:32][C:31]([O:34][CH2:35][CH2:36][CH2:37][O:38][C:39]3[CH:44]=[CH:43][CH:42]=[CH:41][C:40]=3[N+:45]([O-:47])=[O:46])=[CH:30][CH:29]=2)[C@H:10]([O:48][CH2:49][C@H:50](O)[CH2:51][O:52]S(C2C=CC(C)=CC=2)(=O)=O)[CH2:9]1)=[O:7])([CH3:4])([CH3:3])[CH3:2].[OH-].[Na+]. Product: [C:1]([O:5][C:6]([N:8]1[CH2:9][C@@H:10]([O:48][CH2:49][C@H:50]2[CH2:51][O:52]2)[C@H:11]([C:28]2[CH:33]=[CH:32][C:31]([O:34][CH2:35][CH2:36][CH2:37][O:38][C:39]3[CH:44]=[CH:43][CH:42]=[CH:41][C:40]=3[N+:45]([O-:47])=[O:46])=[CH:30][CH:29]=2)[C@@H:12]([O:14][CH2:15][C:16]2[CH:25]=[C:24]([O:26][CH3:27])[C:23]3[C:18](=[CH:19][CH:20]=[CH:21][CH:22]=3)[CH:17]=2)[CH2:13]1)=[O:7])([CH3:3])([CH3:4])[CH3:2]. The catalyst class is: 16.